From a dataset of Full USPTO retrosynthesis dataset with 1.9M reactions from patents (1976-2016). Predict the reactants needed to synthesize the given product. (1) Given the product [F:1][C:2]1[CH:7]=[C:6]([F:8])[CH:5]=[CH:4][C:3]=1[NH:9][C:10](=[O:27])[NH:11][C:12]1[CH:17]=[CH:16][C:15]([C:18]2[CH:22]=[C:21]([C:23]([NH:52][CH:53]([CH:58]([CH3:60])[CH3:59])[C:54]([O:56][CH3:57])=[O:55])=[O:25])[O:20][N:19]=2)=[CH:14][C:13]=1[CH3:26], predict the reactants needed to synthesize it. The reactants are: [F:1][C:2]1[CH:7]=[C:6]([F:8])[CH:5]=[CH:4][C:3]=1[NH:9][C:10](=[O:27])[NH:11][C:12]1[CH:17]=[CH:16][C:15]([C:18]2[CH:22]=[C:21]([C:23]([OH:25])=O)[O:20][N:19]=2)=[CH:14][C:13]=1[CH3:26].FC1C=CC=C(F)C=1NC(=O)NC1C=CC(C2C=C(C([NH:52][CH:53]([CH:58]([CH3:60])[CH3:59])[C:54]([O:56][CH3:57])=[O:55])=O)ON=2)=CC=1C. (2) Given the product [Br:20][C:15]1[C:16]([NH2:19])=[N:17][CH:18]=[C:13]([C:10]2[CH:11]=[CH:12][C:7]([S:4]([CH:1]([CH3:3])[CH3:2])(=[O:5])=[O:6])=[CH:8][CH:9]=2)[N:14]=1, predict the reactants needed to synthesize it. The reactants are: [CH:1]([S:4]([C:7]1[CH:12]=[CH:11][C:10]([C:13]2[N:14]=[CH:15][C:16]([NH2:19])=[N:17][CH:18]=2)=[CH:9][CH:8]=1)(=[O:6])=[O:5])([CH3:3])[CH3:2].[Br:20]N1C(=O)CCC1=O.O. (3) Given the product [CH3:28][O:29][C:7]1[CH:6]=[CH:5][C:4]([N+:10]([O-:12])=[O:11])=[CH:3][C:2]=1[C:21]#[C:20][C:17]1[CH:16]=[N:15][C:14]([NH2:13])=[N:19][CH:18]=1, predict the reactants needed to synthesize it. The reactants are: I[C:2]1[CH:7]=[CH:6][C:5](OC)=[C:4]([N+:10]([O-:12])=[O:11])[CH:3]=1.[NH2:13][C:14]1[N:19]=[CH:18][C:17]([C:20]#[CH:21])=[CH:16][N:15]=1.C(Cl)Cl.CN([CH:28]=[O:29])C. (4) Given the product [NH:1]1[C:9]2[C:4](=[CH:5][CH:6]=[CH:7][CH:8]=2)[C:3]([CH2:10][C:14]#[N:15])=[CH:2]1, predict the reactants needed to synthesize it. The reactants are: [NH:1]1[C:9]2[C:4](=[CH:5][CH:6]=[CH:7][CH:8]=2)[C:3]([CH2:10]N(C)C)=[CH:2]1.[C-:14]#[N:15].[Na+].